This data is from Full USPTO retrosynthesis dataset with 1.9M reactions from patents (1976-2016). The task is: Predict the reactants needed to synthesize the given product. (1) Given the product [C:24]1([C:27]2[CH:32]=[CH:31][CH:30]=[CH:29][CH:28]=2)[CH:23]=[CH:22][C:21]([C:19]2[C:18]([Cl:33])=[CH:17][C:15]3[NH:16][C:12]([CH2:11][CH2:10][CH2:9][P:4](=[O:3])([OH:8])[OH:5])=[N:13][C:14]=3[CH:20]=2)=[CH:26][CH:25]=1, predict the reactants needed to synthesize it. The reactants are: C([O:3][P:4]([CH2:9][CH2:10][CH2:11][C:12]1[NH:16][C:15]2[CH:17]=[C:18]([Cl:33])[C:19]([C:21]3[CH:26]=[CH:25][C:24]([C:27]4[CH:32]=[CH:31][CH:30]=[CH:29][CH:28]=4)=[CH:23][CH:22]=3)=[CH:20][C:14]=2[N:13]=1)(=[O:8])[O:5]CC)C.C[Si](N[Si](C)(C)C)(C)C.Br[Si](C)(C)C. (2) Given the product [C:1]([N:4]1[C:13]2[C:8](=[CH:9][C:10]([F:14])=[CH:11][CH:12]=2)[CH:7]([NH:15][C:16]2[CH:21]=[CH:20][C:19]([C:22]([OH:24])=[O:23])=[CH:18][CH:17]=2)[CH2:6][CH:5]1[CH3:27])(=[O:3])[CH3:2], predict the reactants needed to synthesize it. The reactants are: [C:1]([N:4]1[C:13]2[C:8](=[CH:9][C:10]([F:14])=[CH:11][CH:12]=2)[CH:7]([NH:15][C:16]2[CH:21]=[CH:20][C:19]([C:22]([O:24]CC)=[O:23])=[CH:18][CH:17]=2)[CH2:6][CH:5]1[CH3:27])(=[O:3])[CH3:2].[OH-].[Na+]. (3) Given the product [F:30][C:21]1[CH:20]=[C:19]([CH:14]([NH:13][C:11]([C:10]2[CH:9]=[N:8][N:5]3[CH:6]=[CH:7][C:2]([N:31]4[CH:35]=[CH:34][CH:33]=[N:32]4)=[N:3][C:4]=23)=[O:12])[C:15]([OH:18])([CH3:17])[CH3:16])[CH:24]=[CH:23][C:22]=1[O:25][C:26]([F:29])([F:28])[F:27], predict the reactants needed to synthesize it. The reactants are: Cl[C:2]1[CH:7]=[CH:6][N:5]2[N:8]=[CH:9][C:10]([C:11]([NH:13][CH:14]([C:19]3[CH:24]=[CH:23][C:22]([O:25][C:26]([F:29])([F:28])[F:27])=[C:21]([F:30])[CH:20]=3)[C:15]([OH:18])([CH3:17])[CH3:16])=[O:12])=[C:4]2[N:3]=1.[NH:31]1[CH:35]=[CH:34][CH:33]=[N:32]1.C(=O)([O-])[O-].[K+].[K+].CN(C)C=O. (4) Given the product [CH2:36]([CH:33]1[CH2:34][CH2:35][CH:30]([CH:27]2[CH2:26][CH2:25][CH:24]([CH2:23][C:41]([F:42])=[C:40]([F:44])[F:39])[CH2:29][CH2:28]2)[CH2:31][CH2:32]1)[CH2:37][CH3:38], predict the reactants needed to synthesize it. The reactants are: C(C1C=CC(C2C=CC(C(C)(C)C)=CC=2)=CC=1)(C)(C)C.[Li].Cl[CH2:23][CH:24]1[CH2:29][CH2:28][CH:27]([CH:30]2[CH2:35][CH2:34][CH:33]([CH2:36][CH2:37][CH3:38])[CH2:32][CH2:31]2)[CH2:26][CH2:25]1.[F:39][C:40]([F:44])=[C:41](F)[F:42].Cl. (5) Given the product [Br:20][C:17]1[CH:18]=[CH:19][C:14]([C:12]2[N:8]([CH3:21])[C:5]3[C:6]([CH:11]=2)=[CH:7][C:2]([CH3:10])=[CH:3][CH:4]=3)=[CH:15][CH:16]=1, predict the reactants needed to synthesize it. The reactants are: Cl.[C:2]1([CH3:10])[CH:7]=[CH:6][C:5]([NH:8]N)=[CH:4][CH:3]=1.[CH3:11][C:12]([C:14]1[CH:19]=[CH:18][C:17]([Br:20])=[CH:16][CH:15]=1)=O.[C:21](O)(=O)C.